From a dataset of Peptide-MHC class I binding affinity with 185,985 pairs from IEDB/IMGT. Regression. Given a peptide amino acid sequence and an MHC pseudo amino acid sequence, predict their binding affinity value. This is MHC class I binding data. (1) The peptide sequence is HLIFCHSKKK. The MHC is Patr-A0101 with pseudo-sequence Patr-A0101. The binding affinity (normalized) is 0.377. (2) The MHC is HLA-A33:01 with pseudo-sequence HLA-A33:01. The peptide sequence is KAIEKDRLDK. The binding affinity (normalized) is 0.